The task is: Predict the reaction yield, written as a fraction of the theoretical maximum amount of product (1.0 means a 100% yield; for example, 0.34 means a 34% yield).. This data is from Reaction yield outcomes from USPTO patents with 853,638 reactions. (1) The catalyst is C1COCC1.CN(CCN(C)C)C.CO. The yield is 0.380. The reactants are [Li]CCCC.[CH3:6][O:7][C:8]1[CH:19]=[CH:18][C:11]([CH2:12][N:13]2[CH:17]=[N:16][N:15]=[N:14]2)=[CH:10][CH:9]=1.N#N.[F:22][C:23]([F:37])([F:36])[C:24]1[CH:25]=[C:26]([CH:29]=[C:30]([C:32]([F:35])([F:34])[F:33])[CH:31]=1)[CH:27]=[O:28]. The product is [F:22][C:23]([F:36])([F:37])[C:24]1[CH:25]=[C:26]([CH:27]([C:17]2[N:13]([CH2:12][C:11]3[CH:10]=[CH:9][C:8]([O:7][CH3:6])=[CH:19][CH:18]=3)[N:14]=[N:15][N:16]=2)[OH:28])[CH:29]=[C:30]([C:32]([F:33])([F:34])[F:35])[CH:31]=1. (2) The reactants are FC(F)(F)C(O)=O.[CH:8]1([C@H:14]([NH:22][C:23]([C:25]2[CH:30]=[CH:29][C:28]([C:31]3[CH:36]=[CH:35][C:34]([F:37])=[C:33]([F:38])[CH:32]=3)=[CH:27][C:26]=2[NH:39][C:40]([NH:42][C:43]2[C:48]([Cl:49])=[CH:47][C:46]([O:50][C:51]([F:54])([F:53])[F:52])=[CH:45][C:44]=2[Cl:55])=[O:41])=[O:24])[C:15]([O:17]C(C)(C)C)=[O:16])[CH2:13][CH2:12][CH2:11][CH2:10][CH2:9]1. The catalyst is ClCCl. The product is [CH:8]1([C@H:14]([NH:22][C:23]([C:25]2[CH:30]=[CH:29][C:28]([C:31]3[CH:36]=[CH:35][C:34]([F:37])=[C:33]([F:38])[CH:32]=3)=[CH:27][C:26]=2[NH:39][C:40]([NH:42][C:43]2[C:44]([Cl:55])=[CH:45][C:46]([O:50][C:51]([F:52])([F:54])[F:53])=[CH:47][C:48]=2[Cl:49])=[O:41])=[O:24])[C:15]([OH:17])=[O:16])[CH2:13][CH2:12][CH2:11][CH2:10][CH2:9]1. The yield is 0.760. (3) The reactants are [Cl:1][C:2]1[CH:3]=[C:4]([CH:9](O)[C:10]([F:13])([F:12])[F:11])[CH:5]=[C:6]([Cl:8])[CH:7]=1.[Br:15]N1C(=O)CCC1=O.P(OC1C=CC=CC=1)(OC1C=CC=CC=1)OC1C=CC=CC=1. The catalyst is ClCCl. The product is [Br:15][CH:9]([C:4]1[CH:3]=[C:2]([Cl:1])[CH:7]=[C:6]([Cl:8])[CH:5]=1)[C:10]([F:13])([F:12])[F:11]. The yield is 0.400. (4) The reactants are [NH2:1][C:2]1[N:3]([CH3:24])[C:4](=[O:23])[C:5]2([C:15]3[C:10](=[CH:11][CH:12]=[C:13](Br)[CH:14]=3)[O:9][CH:8]([C:17]3[CH:22]=[CH:21][CH:20]=[CH:19][CH:18]=3)[CH2:7]2)[N:6]=1.[CH2:25]([NH:29][C:30]([C:32]1[CH:37]=[CH:36][C:35](B(O)O)=[CH:34][CH:33]=1)=[O:31])[CH:26]([CH3:28])[CH3:27]. The catalyst is O1CCOCC1.C([O-])([O-])=O.[Cs+].[Cs+].Cl[Pd](Cl)([P](C1C=CC=CC=1)(C1C=CC=CC=1)C1C=CC=CC=1)[P](C1C=CC=CC=1)(C1C=CC=CC=1)C1C=CC=CC=1. The product is [NH2:1][C:2]1[N:3]([CH3:24])[C:4](=[O:23])[C:5]2([C:15]3[C:10](=[CH:11][CH:12]=[C:13]([C:35]4[CH:36]=[CH:37][C:32]([C:30]([NH:29][CH2:25][CH:26]([CH3:28])[CH3:27])=[O:31])=[CH:33][CH:34]=4)[CH:14]=3)[O:9][CH:8]([C:17]3[CH:22]=[CH:21][CH:20]=[CH:19][CH:18]=3)[CH2:7]2)[N:6]=1. The yield is 0.0500. (5) The reactants are [C:1]([C:3]1[CH:11]=[CH:10][C:6](C(O)=O)=[CH:5][C:4]=1[F:12])#[N:2].C(N(CC)CC)C.C1(OP(N=[N+]=[N-])(=O)OC2C=CC=CC=2)C=CC=CC=1.C(C1C=CC([C:45]([N:47]=[N+]=[N-])=[O:46])=CC=1F)#N.[NH2:53][C:54]1[CH:59]=[CH:58][C:57]([C:60]2[CH:68]=[CH:67][C:66]([C:69]3[NH:70][C:71]([CH3:74])=[CH:72][N:73]=3)=[C:65]3[C:61]=2[CH2:62][NH:63][C:64]3=[O:75])=[C:56]([F:76])[CH:55]=1. The catalyst is C1COCC1.C(OCC)(=O)C. The product is [C:1]([C:3]1[CH:11]=[CH:10][C:6]([NH:47][C:45]([NH:53][C:54]2[CH:59]=[CH:58][C:57]([C:60]3[CH:68]=[CH:67][C:66]([C:69]4[NH:70][C:71]([CH3:74])=[CH:72][N:73]=4)=[C:65]4[C:61]=3[CH2:62][NH:63][C:64]4=[O:75])=[C:56]([F:76])[CH:55]=2)=[O:46])=[CH:5][C:4]=1[F:12])#[N:2]. The yield is 0.100. (6) The reactants are [Cl:1]C1C=CC=C2C=1C=C(S(O)(=O)=O)C=C2.N[C:17]1[CH:26]=[CH:25][C:24]([Br:27])=[C:23]2[C:18]=1[CH:19]=[CH:20][C:21]([S:28]([OH:31])(=[O:30])=[O:29])=[CH:22]2. No catalyst specified. The product is [Br:27][C:24]1[CH:25]=[CH:26][C:17]([Cl:1])=[C:18]2[C:23]=1[CH:22]=[C:21]([S:28]([OH:31])(=[O:30])=[O:29])[CH:20]=[CH:19]2. The yield is 0.630. (7) The reactants are Cl.C([O:9][C:10]1[CH:19]=[C:18]2[C:13]([C:14]([NH:20][C:21]3[CH:26]=[CH:25][C:24]([Br:27])=[CH:23][C:22]=3[F:28])=[N:15][CH:16]=[N:17]2)=[CH:12][C:11]=1[O:29][CH3:30])C1C=CC=CC=1. The catalyst is C(O)(C(F)(F)F)=O. The product is [Br:27][C:24]1[CH:25]=[CH:26][C:21]([NH:20][C:14]2[C:13]3[C:18](=[CH:19][C:10]([OH:9])=[C:11]([O:29][CH3:30])[CH:12]=3)[N:17]=[CH:16][N:15]=2)=[C:22]([F:28])[CH:23]=1. The yield is 0.820. (8) The reactants are C(OC([N:8]1[CH2:13][CH2:12][O:11][C:10]2[CH:14]=[C:15](/[CH:18]=[CH:19]/[C:20]([OH:22])=[O:21])[CH:16]=[N:17][C:9]1=2)=O)(C)(C)C.[Li+].[OH-]. The catalyst is Cl.O1CCOCC1. The product is [O:11]1[CH2:12][CH2:13][NH:8][C:9]2[N:17]=[CH:16][C:15](/[CH:18]=[CH:19]/[C:20]([OH:22])=[O:21])=[CH:14][C:10]1=2. The yield is 0.520. (9) The yield is 0.210. The reactants are Cl.[Cl:2][C:3]1[CH:4]=[C:5]2[C:9](=[CH:10][CH:11]=1)[NH:8][CH:7]=[C:6]2[CH2:12][CH2:13][NH2:14].CN1[C:24]2[C:19](=[CH:20][CH:21]=[C:22]([N:25]3[CH2:29][CH2:28][CH:27]([C:30]([OH:32])=O)[C:26]3=[O:33])[CH:23]=2)CC1.CN(C(ON1N=NC2C=[CH:46][CH:47]=[N:48][C:43]1=2)=[N+](C)C)C.F[P-](F)(F)(F)(F)F.C(N(CC)C(C)C)(C)C. The product is [Cl:2][C:3]1[CH:4]=[C:5]2[C:9](=[CH:10][CH:11]=1)[NH:8][CH:7]=[C:6]2[CH2:12][CH2:13][NH:14][C:30]([CH:27]1[CH2:28][CH2:29][N:25]([C:22]2[CH:23]=[C:24]3[C:19](=[CH:20][CH:21]=2)[N:48]([CH3:43])[CH:47]=[CH:46]3)[C:26]1=[O:33])=[O:32]. The catalyst is CN(C=O)C. (10) The reactants are [NH2:1][C@@:2]([C:17]1[CH:22]=[C:21]([Br:23])[CH:20]=[CH:19][C:18]=1[F:24])([CH3:16])[C:3]([F:15])([F:14])[C:4]([CH3:13])([O:6][CH2:7][C:8](OCC)=[O:9])[CH3:5].C[Al](C)C.C([O-])(O)=O.[Na+]. The catalyst is C1(C)C=CC=CC=1. The product is [Br:23][C:21]1[CH:20]=[CH:19][C:18]([F:24])=[C:17]([C@:2]2([CH3:16])[C:3]([F:15])([F:14])[C:4]([CH3:13])([CH3:5])[O:6][CH2:7][C:8](=[O:9])[NH:1]2)[CH:22]=1. The yield is 0.978.